Dataset: Forward reaction prediction with 1.9M reactions from USPTO patents (1976-2016). Task: Predict the product of the given reaction. Given the reactants [CH2:1]([N:3]1[CH:7]=[C:6]([C:8]2[CH:13]=[CH:12][N:11]=[C:10]3[N:14](S(C4C=CC(C)=CC=4)(=O)=O)[CH:15]=[CH:16][C:9]=23)[C:5]([C:27]2[CH:32]=[CH:31][CH:30]=[C:29]([N+:33]([O-:35])=[O:34])[CH:28]=2)=[N:4]1)[CH3:2].C(Cl)Cl.CO.[OH-].[Na+], predict the reaction product. The product is: [CH2:1]([N:3]1[CH:7]=[C:6]([C:8]2[CH:13]=[CH:12][N:11]=[C:10]3[NH:14][CH:15]=[CH:16][C:9]=23)[C:5]([C:27]2[CH:32]=[CH:31][CH:30]=[C:29]([N+:33]([O-:35])=[O:34])[CH:28]=2)=[N:4]1)[CH3:2].